This data is from Full USPTO retrosynthesis dataset with 1.9M reactions from patents (1976-2016). The task is: Predict the reactants needed to synthesize the given product. Given the product [NH2:17][C:15]1[N:14]=[CH:13][N:12]=[C:11]2[N:10]([CH:18]([CH3:20])[CH3:19])[N:9]=[C:8]([C:5]3[CH:6]=[CH:7][C:2]([NH:1][S:31]([CH:30]=[CH2:29])(=[O:33])=[O:32])=[CH:3][CH:4]=3)[C:16]=12, predict the reactants needed to synthesize it. The reactants are: [NH2:1][C:2]1[CH:7]=[CH:6][C:5]([C:8]2[C:16]3[C:11](=[N:12][CH:13]=[N:14][C:15]=3[NH2:17])[N:10]([CH:18]([CH3:20])[CH3:19])[N:9]=2)=[CH:4][CH:3]=1.C(N(CC)CC)C.Cl[CH2:29][CH2:30][S:31](Cl)(=[O:33])=[O:32].C(=O)(O)[O-].[Na+].